Dataset: Full USPTO retrosynthesis dataset with 1.9M reactions from patents (1976-2016). Task: Predict the reactants needed to synthesize the given product. (1) Given the product [CH2:12]([O:20][C@@H:21]1[C@H:27]([O:28][CH2:29][C:30]2[CH:31]=[CH:32][CH:33]=[CH:34][CH:35]=2)[C@@H:26]([O:37][CH2:38][C:39]2[CH:44]=[CH:43][CH:42]=[CH:41][CH:40]=2)[C@H:25]([CH3:46])[O:24][C:22]1=[O:23])[C:13]1[CH:14]=[CH:15][CH:16]=[CH:17][CH:18]=1, predict the reactants needed to synthesize it. The reactants are: C1C=C[NH+]=CC=1.[O-][Cr](Cl)(=O)=O.[C:12]([O:20][C@@H:21]1[C@H:27]([O:28][C:29](=O)[C:30]2[CH:35]=[CH:34][CH:33]=[CH:32][CH:31]=2)[C@@H:26]([O:37][C:38](=O)[C:39]2[CH:44]=[CH:43][CH:42]=[CH:41][CH:40]=2)[C@H:25]([CH3:46])[O:24][CH:22]1[OH:23])(=O)[C:13]1[CH:18]=[CH:17][CH:16]=[CH:15][CH:14]=1.CCOCC. (2) Given the product [ClH:14].[NH2:1][C:2]1([C:8]([O:10][CH3:11])=[O:9])[CH2:7][CH2:6][CH2:5][CH2:4][CH2:3]1, predict the reactants needed to synthesize it. The reactants are: [NH2:1][C:2]1([C:8]([OH:10])=[O:9])[CH2:7][CH2:6][CH2:5][CH2:4][CH2:3]1.[C:11]([Cl:14])(=O)C. (3) Given the product [C:18]([O:21][CH2:22][C:23]1[C:24]([N:32]2[CH2:43][CH2:42][N:41]3[C:34](=[CH:35][C:36]4[CH2:37][C:38]([CH3:45])([CH3:44])[CH2:39][C:40]=43)[C:33]2=[O:46])=[N:25][CH:26]=[CH:27][C:28]=1[C:2]1[CH:3]=[C:4]([NH:10][C:11]2[CH:16]=[CH:15][N:14]=[C:13]([CH3:17])[N:12]=2)[C:5](=[O:9])[N:6]([CH3:8])[N:7]=1)(=[O:20])[CH3:19], predict the reactants needed to synthesize it. The reactants are: Cl[C:2]1[CH:3]=[C:4]([NH:10][C:11]2[CH:16]=[CH:15][N:14]=[C:13]([CH3:17])[N:12]=2)[C:5](=[O:9])[N:6]([CH3:8])[N:7]=1.[C:18]([O:21][CH2:22][C:23]1[C:24]([N:32]2[CH2:43][CH2:42][N:41]3[C:34](=[CH:35][C:36]4[CH2:37][C:38]([CH3:45])([CH3:44])[CH2:39][C:40]=43)[C:33]2=[O:46])=[N:25][CH:26]=[CH:27][C:28]=1B(O)O)(=[O:20])[CH3:19].[O-]P([O-])([O-])=O.[K+].[K+].[K+].C([O-])(=O)C.[Na+]. (4) The reactants are: [Br:1][C:2]1[CH:3]=[C:4]([CH3:24])[C:5]([C:21]#[C:22]Br)=[C:6]2[C:10]=1[N:9](S(C1C=CC(C)=CC=1)(=O)=O)[CH:8]=[CH:7]2.[NH2:25][C:26]1[CH:27]=[C:28]([CH:31]=[CH:32][C:33]=1[NH2:34])[C:29]#[N:30].C1N2CCN(CC2)C1.[OH-].[K+].C(N)CC(C)C. Given the product [Br:1][C:2]1[CH:3]=[C:4]([CH3:24])[C:5]([CH2:21][C:22]2[NH:34][C:33]3[CH:32]=[CH:31][C:28]([C:29]#[N:30])=[CH:27][C:26]=3[N:25]=2)=[C:6]2[C:10]=1[NH:9][CH:8]=[CH:7]2, predict the reactants needed to synthesize it. (5) Given the product [CH2:15]([NH:17][C:2]1[C:11]([CH:12]=[O:13])=[CH:10][C:9]2[C:4](=[CH:5][CH:6]=[C:7]([CH3:14])[CH:8]=2)[N:3]=1)[CH3:16], predict the reactants needed to synthesize it. The reactants are: Cl[C:2]1[C:11]([CH:12]=[O:13])=[CH:10][C:9]2[C:4](=[CH:5][CH:6]=[C:7]([CH3:14])[CH:8]=2)[N:3]=1.[CH2:15]([NH2:17])[CH3:16].Cl.C([O-])(O)=O.[Na+]. (6) Given the product [CH:39]1([NH:40][C:16]([C:13]2[CH:14]=[C:15]3[C:10](=[CH:11][C:12]=2[O:19][CH3:20])[N:9]=[CH:8][CH:7]=[C:6]3[O:5][C:4]2[CH:21]=[CH:22][C:23]([NH:24][C:25]([NH:27][CH:28]3[CH2:29][CH2:30]3)=[O:26])=[C:2]([Cl:1])[CH:3]=2)=[O:18])[CH2:37][CH2:38]1, predict the reactants needed to synthesize it. The reactants are: [Cl:1][C:2]1[CH:3]=[C:4]([CH:21]=[CH:22][C:23]=1[NH:24][C:25]([NH:27][CH:28]1[CH2:30][CH2:29]1)=[O:26])[O:5][C:6]1[C:15]2[C:10](=[CH:11][C:12]([O:19][CH3:20])=[C:13]([C:16]([OH:18])=O)[CH:14]=2)[N:9]=[CH:8][CH:7]=1.Cl.C(N=C=N[CH2:37][CH2:38][CH2:39][N:40](C)C)C.O.ON1C2C=CC=CC=2N=N1.C(N(CC)CC)C.C1(N)CC1.